Dataset: TCR-epitope binding with 47,182 pairs between 192 epitopes and 23,139 TCRs. Task: Binary Classification. Given a T-cell receptor sequence (or CDR3 region) and an epitope sequence, predict whether binding occurs between them. (1) The epitope is GLIYNRMGAVTTEV. The TCR CDR3 sequence is CSARDQWRQGLHEQYF. Result: 1 (the TCR binds to the epitope). (2) The epitope is DRFYKTLRAEQASQEV. The TCR CDR3 sequence is CASSPGRSVDTIYF. Result: 0 (the TCR does not bind to the epitope). (3) The epitope is IYSKHTPINL. The TCR CDR3 sequence is CSASRGAGEQFF. Result: 0 (the TCR does not bind to the epitope). (4) The epitope is FVRATATIPI. The TCR CDR3 sequence is CSARGLAGYNEQFF. Result: 0 (the TCR does not bind to the epitope). (5) The epitope is LLQTGIHVRVSQPSL. The TCR CDR3 sequence is CASSPPISGANVLTF. Result: 1 (the TCR binds to the epitope). (6) The epitope is QIKVRVKMV. The TCR CDR3 sequence is CASSRSDRSWPQYF. Result: 0 (the TCR does not bind to the epitope).